Dataset: Forward reaction prediction with 1.9M reactions from USPTO patents (1976-2016). Task: Predict the product of the given reaction. (1) Given the reactants O1CCCCC1[O:7][CH2:8][CH2:9][O:10][C:11]1[CH:12]=[N:13][CH:14]=[CH:15][CH:16]=1, predict the reaction product. The product is: [OH:7][CH2:8][CH2:9][O:10][C:11]1[CH:12]=[N:13][CH:14]=[CH:15][CH:16]=1. (2) Given the reactants Cl[C:2]1[C:3]2[S:10][C:9]([C:11]3[CH:16]=[CH:15][C:14]([F:17])=[CH:13][CH:12]=3)=[CH:8][C:4]=2[N:5]=[CH:6][N:7]=1.CC1(C)C(C)(C)OB([C:26]2[CH:32]=[CH:31][C:29]([NH2:30])=[CH:28][CH:27]=2)O1.C(=O)([O-])[O-].[K+].[K+], predict the reaction product. The product is: [F:17][C:14]1[CH:15]=[CH:16][C:11]([C:9]2[S:10][C:3]3[C:2]([C:26]4[CH:32]=[CH:31][C:29]([NH2:30])=[CH:28][CH:27]=4)=[N:7][CH:6]=[N:5][C:4]=3[CH:8]=2)=[CH:12][CH:13]=1. (3) Given the reactants [C:1]([O:5][C:6]([N:8]1[CH2:13][CH2:12][N:11](CC2C=CC=CC=2)[CH2:10][C@@H:9]1[CH2:21][CH2:22][CH3:23])=[O:7])([CH3:4])([CH3:3])[CH3:2], predict the reaction product. The product is: [C:1]([O:5][C:6]([N:8]1[CH2:13][CH2:12][NH:11][CH2:10][C@@H:9]1[CH2:21][CH2:22][CH3:23])=[O:7])([CH3:4])([CH3:3])[CH3:2]. (4) Given the reactants [NH:1]1[C:9]2[C:4](=[C:5]([C:10]([N:12]3[CH2:17][CH2:16][O:15][CH2:14][CH2:13]3)=[O:11])[CH:6]=[CH:7][CH:8]=2)[CH:3]=[CH:2]1.[OH-].[K+].Br[CH2:21][CH2:22][O:23][CH3:24], predict the reaction product. The product is: [CH3:24][O:23][CH2:22][CH2:21][N:1]1[C:9]2[C:4](=[C:5]([C:10]([N:12]3[CH2:13][CH2:14][O:15][CH2:16][CH2:17]3)=[O:11])[CH:6]=[CH:7][CH:8]=2)[CH:3]=[CH:2]1. (5) Given the reactants CC1C=CC(S(O[C:12]2[C:21]3[C:20](=[O:22])[N:19]([CH2:23][CH:24]=[CH2:25])[N:18]=[C:17]([C:26]4[CH:31]=[CH:30][CH:29]=[C:28]([N+:32]([O-:34])=[O:33])[CH:27]=4)[C:16]=3[N:15]([CH3:35])[C:14](=[O:36])[C:13]=2[Cl:37])(=O)=O)=CC=1.[F:38][C:39]1[CH:45]=[C:44]([I:46])[CH:43]=[CH:42][C:40]=1[NH2:41].[H-].[Na+], predict the reaction product. The product is: [CH2:23]([N:19]1[C:20](=[O:22])[C:21]2[C:12]([NH:41][C:40]3[CH:42]=[CH:43][C:44]([I:46])=[CH:45][C:39]=3[F:38])=[C:13]([Cl:37])[C:14](=[O:36])[N:15]([CH3:35])[C:16]=2[C:17]([C:26]2[CH:31]=[CH:30][CH:29]=[C:28]([N+:32]([O-:34])=[O:33])[CH:27]=2)=[N:18]1)[CH:24]=[CH2:25]. (6) Given the reactants [Br:1][CH2:2][CH2:3][CH2:4][CH2:5][CH2:6][S:7]([N:10]1[CH2:15][CH:14]=[C:13]([C:16]2[CH:40]=[CH:39][C:19]3[N:20]=[C:21]([O:23][CH:24]4[CH2:29][CH2:28][N:27]([C:30]5[N:35]=[CH:34][C:33]([CH2:36][CH2:37][CH3:38])=[CH:32][N:31]=5)[CH2:26][CH2:25]4)[S:22][C:18]=3[CH:17]=2)[CH2:12][CH2:11]1)(=[O:9])=[O:8].CCO[CH2:44][CH3:45], predict the reaction product. The product is: [Br-:1].[CH2:11]([N+:10]([CH2:44][CH3:45])([CH2:15][CH3:14])[CH2:2][CH2:3][CH2:4][CH2:5][CH2:6][S:7]([N:10]1[CH2:11][CH2:12][C:13]([C:16]2[CH:40]=[CH:39][C:19]3[N:20]=[C:21]([O:23][CH:24]4[CH2:29][CH2:28][N:27]([C:30]5[N:35]=[CH:34][C:33]([CH2:36][CH2:37][CH3:38])=[CH:32][N:31]=5)[CH2:26][CH2:25]4)[S:22][C:18]=3[CH:17]=2)=[CH:14][CH2:15]1)(=[O:9])=[O:8])[CH3:12].